This data is from Merck oncology drug combination screen with 23,052 pairs across 39 cell lines. The task is: Regression. Given two drug SMILES strings and cell line genomic features, predict the synergy score measuring deviation from expected non-interaction effect. (1) Drug 1: N#Cc1ccc(Cn2cncc2CN2CCN(c3cccc(Cl)c3)C(=O)C2)cc1. Drug 2: CS(=O)(=O)CCNCc1ccc(-c2ccc3ncnc(Nc4ccc(OCc5cccc(F)c5)c(Cl)c4)c3c2)o1. Cell line: UACC62. Synergy scores: synergy=19.5. (2) Drug 1: O=P1(N(CCCl)CCCl)NCCCO1. Drug 2: Cn1cc(-c2cnn3c(N)c(Br)c(C4CCCNC4)nc23)cn1. Cell line: NCIH460. Synergy scores: synergy=5.51. (3) Drug 1: CN1C(=O)C=CC2(C)C3CCC4(C)C(NC(=O)OCC(F)(F)F)CCC4C3CCC12. Drug 2: O=c1[nH]cc(F)c(=O)[nH]1. Cell line: RPMI7951. Synergy scores: synergy=-1.77. (4) Synergy scores: synergy=33.8. Drug 2: Cn1cc(-c2cnn3c(N)c(Br)c(C4CCCNC4)nc23)cn1. Cell line: PA1. Drug 1: Nc1ccn(C2OC(CO)C(O)C2(F)F)c(=O)n1.